From a dataset of Full USPTO retrosynthesis dataset with 1.9M reactions from patents (1976-2016). Predict the reactants needed to synthesize the given product. (1) The reactants are: [Cl:1][C:2]1[CH:7]=[CH:6][C:5]([C:8]2[N:9]=[C:10]([CH2:13][N:14]3[CH:18]=[C:17]([C:19]([O:21]CC)=[O:20])[CH:16]=[N:15]3)[S:11][CH:12]=2)=[CH:4][C:3]=1[C:24]([F:27])([F:26])[F:25].[OH-].[Na+].O. Given the product [Cl:1][C:2]1[CH:7]=[CH:6][C:5]([C:8]2[N:9]=[C:10]([CH2:13][N:14]3[CH:18]=[C:17]([C:19]([OH:21])=[O:20])[CH:16]=[N:15]3)[S:11][CH:12]=2)=[CH:4][C:3]=1[C:24]([F:27])([F:25])[F:26], predict the reactants needed to synthesize it. (2) Given the product [Br:1][C:2]1[N:3]=[C:4]([C:16](=[O:24])[CH2:17][C:18]2[CH:19]=[CH:20][CH:21]=[CH:22][CH:23]=2)[N:5]([CH2:8][O:9][CH2:10][CH2:11][Si:12]([CH3:15])([CH3:14])[CH3:13])[C:6]=1[Br:7], predict the reactants needed to synthesize it. The reactants are: [Br:1][C:2]1[N:3]=[C:4]([CH:16]([OH:24])[CH2:17][C:18]2[CH:23]=[CH:22][CH:21]=[CH:20][CH:19]=2)[N:5]([CH2:8][O:9][CH2:10][CH2:11][Si:12]([CH3:15])([CH3:14])[CH3:13])[C:6]=1[Br:7]. (3) The reactants are: O=[C:2]1[CH2:7][CH2:6][N:5]([C:8]2[CH:13]=[CH:12][C:11]([NH:14][S:15]([C:18]3[CH:23]=[CH:22][C:21]([NH:24][C:25](=[O:27])[CH3:26])=[CH:20][CH:19]=3)(=[O:17])=[O:16])=[CH:10][CH:9]=2)[CH2:4][CH2:3]1.[NH2:28][CH2:29][CH:30]([C:32]1[CH:37]=[CH:36][C:35]([OH:38])=[CH:34][C:33]=1[OH:39])[OH:31]. Given the product [OH:39][C:33]1[CH:34]=[C:35]([OH:38])[CH:36]=[CH:37][C:32]=1[CH:30]([OH:31])[CH2:29][NH:28][CH:2]1[CH2:3][CH2:4][N:5]([C:8]2[CH:9]=[CH:10][C:11]([NH:14][S:15]([C:18]3[CH:23]=[CH:22][C:21]([NH:24][C:25](=[O:27])[CH3:26])=[CH:20][CH:19]=3)(=[O:16])=[O:17])=[CH:12][CH:13]=2)[CH2:6][CH2:7]1, predict the reactants needed to synthesize it. (4) Given the product [S:45]1[CH:46]=[C:42]([CH2:41][N:31]([C@@H:32]([CH3:40])[CH:33]([O:34][CH2:35][CH3:36])[O:37][CH2:38][CH3:39])[C:29](=[O:30])[C@@H:20]([NH:19][C:14](=[O:16])[CH2:13][N:11]([CH3:12])[NH:10][C:8](=[O:9])[NH:7][CH2:6][C:5]2[CH:4]=[CH:3][C:2]([Cl:1])=[CH:18][CH:17]=2)[CH2:21][C:22]([O:24][C:25]([CH3:26])([CH3:27])[CH3:28])=[O:23])[C:43]2[CH:50]=[CH:49][CH:48]=[CH:47][C:44]1=2, predict the reactants needed to synthesize it. The reactants are: [Cl:1][C:2]1[CH:18]=[CH:17][C:5]([CH2:6][NH:7][C:8]([NH:10][N:11]([CH2:13][C:14]([OH:16])=O)[CH3:12])=[O:9])=[CH:4][CH:3]=1.[NH2:19][C@H:20]([C:29]([N:31]([CH2:41][C:42]1[C:43]2[CH:50]=[CH:49][CH:48]=[CH:47][C:44]=2[S:45][CH:46]=1)[C@@H:32]([CH3:40])[CH:33]([O:37][CH2:38][CH3:39])[O:34][CH2:35][CH3:36])=[O:30])[CH2:21][C:22]([O:24][C:25]([CH3:28])([CH3:27])[CH3:26])=[O:23]. (5) Given the product [CH3:1][O:2][C:3]([C:5]1[N:6]=[C:7]([C:24]#[N:25])[C:8]2[C:13]([C:14]=1[OH:15])=[C:12]([O:16][C:17]1[CH:22]=[CH:21][CH:20]=[CH:19][CH:18]=1)[CH:11]=[CH:10][CH:9]=2)=[O:4], predict the reactants needed to synthesize it. The reactants are: [CH3:1][O:2][C:3]([C:5]1[N:6]=[C:7](Br)[C:8]2[C:13]([C:14]=1[OH:15])=[C:12]([O:16][C:17]1[CH:22]=[CH:21][CH:20]=[CH:19][CH:18]=1)[CH:11]=[CH:10][CH:9]=2)=[O:4].[C:24]([Cu])#[N:25]. (6) Given the product [Br:1][C:2]1[CH:3]=[C:4]([Br:8])[CH:5]=[CH:6][C:7]=1[N+:9]([O-:11])=[O:10], predict the reactants needed to synthesize it. The reactants are: [Br:1][C:2]1[CH:7]=[CH:6][CH:5]=[C:4]([Br:8])[CH:3]=1.[N+:9]([O-])([O-:11])=[O:10].[NH4+].O. (7) Given the product [Cl:3][CH2:4][CH2:5][O:6]/[C:7](=[CH:28]\[C:27]1[CH:30]=[CH:31][C:32]([N:33]2[CH:37]=[C:36]([CH3:38])[N:35]=[CH:34]2)=[C:25]([O:24][CH3:23])[CH:26]=1)/[C:8]([O:10][C:11]([CH3:12])([CH3:13])[CH3:14])=[O:9], predict the reactants needed to synthesize it. The reactants are: [OH-].[Li+].[Cl:3][CH2:4][CH2:5][O:6][CH:7](P(OCC)(OCC)=O)[C:8]([O:10][C:11]([CH3:14])([CH3:13])[CH3:12])=[O:9].[CH3:23][O:24][C:25]1[CH:26]=[C:27]([CH:30]=[CH:31][C:32]=1[N:33]1[CH:37]=[C:36]([CH3:38])[N:35]=[CH:34]1)[CH:28]=O.C(O)C.